From a dataset of Catalyst prediction with 721,799 reactions and 888 catalyst types from USPTO. Predict which catalyst facilitates the given reaction. (1) Product: [BrH:10].[CH3:8][C:6]1[N:7]=[C:2]([CH3:1])[C:3]2[N:4]([CH:11]=[C:12]([C:13]([O:15][CH2:16][CH3:17])=[O:14])[N:9]=2)[CH:5]=1. The catalyst class is: 57. Reactant: [CH3:1][C:2]1[C:3]([NH2:9])=[N:4][CH:5]=[C:6]([CH3:8])[N:7]=1.[Br:10][CH2:11][C:12](=O)[C:13]([O:15][CH2:16][CH3:17])=[O:14]. (2) Reactant: [Cl:1][C:2]1[CH:16]=[CH:15][C:5]2[CH:6]([CH2:9][C:10](OCC)=[O:11])[O:7][CH2:8][C:4]=2[CH:3]=1.[H-].C([Al+]CC(C)C)C(C)C.[BH4-].[Na+]. Product: [Cl:1][C:2]1[CH:16]=[CH:15][C:5]2[CH:6]([CH2:9][CH2:10][OH:11])[O:7][CH2:8][C:4]=2[CH:3]=1. The catalyst class is: 1.